From a dataset of Reaction yield outcomes from USPTO patents with 853,638 reactions. Predict the reaction yield, written as a fraction of the theoretical maximum amount of product (1.0 means a 100% yield; for example, 0.34 means a 34% yield). (1) The reactants are [CH3:1][C:2]1[O:6][N:5]=[C:4]([C:7]2[CH:12]=[CH:11][CH:10]=[CH:9][CH:8]=2)[C:3]=1[CH2:13][O:14][C:15]1[CH:23]=[CH:22][C:18]([C:19]([OH:21])=O)=[CH:17][N:16]=1.Cl.[NH2:25][C@H:26]1[CH2:31][CH2:30][CH2:29][CH2:28][C@@H:27]1[OH:32]. No catalyst specified. The product is [OH:32][C@H:27]1[CH2:28][CH2:29][CH2:30][CH2:31][C@@H:26]1[NH:25][C:19](=[O:21])[C:18]1[CH:22]=[CH:23][C:15]([O:14][CH2:13][C:3]2[C:4]([C:7]3[CH:8]=[CH:9][CH:10]=[CH:11][CH:12]=3)=[N:5][O:6][C:2]=2[CH3:1])=[N:16][CH:17]=1. The yield is 0.910. (2) The reactants are C[Si](C)(C)N[Si](C)(C)C.C([Li])CCC.[Si:15]([O:22][C:23]1[CH:28]=[CH:27][C:26]([C:29](=[O:31])[CH3:30])=[CH:25][C:24]=1[CH2:32][CH3:33])([C:18]([CH3:21])([CH3:20])[CH3:19])([CH3:17])[CH3:16].[F:34][C:35]([F:44])([F:43])[C:36](N1C=CN=C1)=[O:37]. The catalyst is C1COCC1. The product is [Si:15]([O:22][C:23]1[CH:28]=[CH:27][C:26]([C:29](=[O:31])[CH2:30][C:36](=[O:37])[C:35]([F:44])([F:43])[F:34])=[CH:25][C:24]=1[CH2:32][CH3:33])([C:18]([CH3:21])([CH3:20])[CH3:19])([CH3:16])[CH3:17]. The yield is 0.990.